Task: Predict the reactants needed to synthesize the given product.. Dataset: Full USPTO retrosynthesis dataset with 1.9M reactions from patents (1976-2016) Given the product [CH3:39][O:38][C:36]([NH:1][CH:2]1[C:11]2[C:6](=[CH:7][CH:8]=[C:9]([NH:12][C:13]([C:15]3[C:24](=[O:25])[C:23]4[C:18](=[CH:19][CH:20]=[CH:21][CH:22]=4)[NH:17][CH:16]=3)=[O:14])[CH:10]=2)[CH2:5][CH2:4][CH2:3]1)=[O:37], predict the reactants needed to synthesize it. The reactants are: [NH2:1][CH:2]1[C:11]2[C:6](=[CH:7][CH:8]=[C:9]([NH:12][C:13]([C:15]3[C:24](=[O:25])[C:23]4[C:18](=[CH:19][CH:20]=[CH:21][CH:22]=4)[NH:17][CH:16]=3)=[O:14])[CH:10]=2)[CH2:5][CH2:4][CH2:3]1.CCN(C(C)C)C(C)C.Cl[C:36]([O:38][CH3:39])=[O:37].N1CCCCC1.